This data is from Forward reaction prediction with 1.9M reactions from USPTO patents (1976-2016). The task is: Predict the product of the given reaction. Given the reactants [Cl:1][C:2]1[C:19]([F:20])=[CH:18][CH:17]=[C:16]([F:21])[C:3]=1[CH2:4][N:5]1[CH2:10][CH2:9][NH:8][C:7]2[N:11]=[CH:12][C:13](I)=[CH:14][C:6]1=2.[Cl:22][C:23]1[C:24]([N:38]2[CH2:43][CH2:42][O:41][CH2:40][CH2:39]2)=[N:25][CH:26]=[CH:27][C:28]=1B1OC(C)(C)C(C)(C)O1, predict the reaction product. The product is: [Cl:1][C:2]1[C:19]([F:20])=[CH:18][CH:17]=[C:16]([F:21])[C:3]=1[CH2:4][N:5]1[CH2:10][CH2:9][NH:8][C:7]2[N:11]=[CH:12][C:13]([C:28]3[CH:27]=[CH:26][N:25]=[C:24]([N:38]4[CH2:43][CH2:42][O:41][CH2:40][CH2:39]4)[C:23]=3[Cl:22])=[CH:14][C:6]1=2.